This data is from Full USPTO retrosynthesis dataset with 1.9M reactions from patents (1976-2016). The task is: Predict the reactants needed to synthesize the given product. (1) Given the product [Cl:1][C:2]1[CH:28]=[C:27]([CH3:29])[C:5]([NH:6][C:7]([C:11]2[N:12]([C:20]3[C:25]([Cl:26])=[CH:24][CH:23]=[CH:22][N:21]=3)[N:13]=[C:14]([C:16]([F:19])([F:18])[F:17])[CH:15]=2)=[O:8])=[C:4]([C:9](=[O:10])[NH:30][CH2:31][CH:32]([OH:34])[CH3:33])[CH:3]=1, predict the reactants needed to synthesize it. The reactants are: [Cl:1][C:2]1[CH:28]=[C:27]([CH3:29])[C:5]2[N:6]=[C:7]([C:11]3[N:12]([C:20]4[C:25]([Cl:26])=[CH:24][CH:23]=[CH:22][N:21]=4)[N:13]=[C:14]([C:16]([F:19])([F:18])[F:17])[CH:15]=3)[O:8][C:9](=[O:10])[C:4]=2[CH:3]=1.[NH2:30][CH2:31][CH:32]([OH:34])[CH3:33]. (2) The reactants are: [C:1]([O:4][C:5](=[O:7])[CH3:6])(=O)[CH3:2].[CH:8]1[C:17]2[C:12](=[CH:13][CH:14]=CC=2)[CH:11]=[CH:10][C:9]=1O. Given the product [C:5]([O:4][C:1]1[CH:14]=[CH:13][C:12]2[C:11](=[CH:10][CH:9]=[CH:8][CH:17]=2)[CH:2]=1)(=[O:7])[CH3:6], predict the reactants needed to synthesize it. (3) Given the product [Br:1][C:2]1[C:3]([N:12]2[CH2:17][CH2:16][N:15]([CH2:18][C:19]3[CH:24]=[CH:23][C:22]([F:25])=[CH:21][CH:20]=3)[CH2:14][CH2:13]2)=[C:4]2[N:9]=[C:37]([C:36]3[CH:35]=[CH:34][C:33]([CH2:32][N:29]4[CH2:30][CH2:31][O:26][CH2:27][CH2:28]4)=[CH:40][CH:39]=3)[NH:8][C:5]2=[N:6][CH:7]=1, predict the reactants needed to synthesize it. The reactants are: [Br:1][C:2]1[C:3]([N:12]2[CH2:17][CH2:16][N:15]([CH2:18][C:19]3[CH:24]=[CH:23][C:22]([F:25])=[CH:21][CH:20]=3)[CH2:14][CH2:13]2)=[C:4]([N+:9]([O-])=O)[C:5]([NH2:8])=[N:6][CH:7]=1.[O:26]1[CH2:31][CH2:30][N:29]([CH2:32][C:33]2[CH:40]=[CH:39][C:36]([CH:37]=O)=[CH:35][CH:34]=2)[CH2:28][CH2:27]1.[O-]S(S([O-])=O)=O.[Na+].[Na+].